This data is from Catalyst prediction with 721,799 reactions and 888 catalyst types from USPTO. The task is: Predict which catalyst facilitates the given reaction. (1) Reactant: C(OC([N:8]1[CH2:13][CH2:12][N:11]([C:14]2[C:19]([Cl:20])=[CH:18][C:17]([C:21](=[O:23])[CH3:22])=[CH:16][N:15]=2)[CH2:10][CH2:9]1)=O)(C)(C)C.Cl. Product: [ClH:20].[Cl:20][C:19]1[CH:18]=[C:17]([C:21](=[O:23])[CH3:22])[CH:16]=[N:15][C:14]=1[N:11]1[CH2:12][CH2:13][NH:8][CH2:9][CH2:10]1. The catalyst class is: 25. (2) Reactant: [OH-].[K+].[F:3][C:4]([F:28])([F:27])[C:5]1[N:9]2[N:10]=[C:11]([N:14]3[CH2:19][CH2:18][N:17]([C:20]4[CH:25]=[CH:24][C:23]([OH:26])=[CH:22][CH:21]=4)[CH2:16][CH2:15]3)[CH:12]=[CH:13][C:8]2=[N:7][N:6]=1.Br[CH2:30][CH2:31][CH2:32][OH:33]. Product: [F:28][C:4]([F:3])([F:27])[C:5]1[N:9]2[N:10]=[C:11]([N:14]3[CH2:15][CH2:16][N:17]([C:20]4[CH:25]=[CH:24][C:23]([O:26][CH2:30][CH2:31][CH2:32][OH:33])=[CH:22][CH:21]=4)[CH2:18][CH2:19]3)[CH:12]=[CH:13][C:8]2=[N:7][N:6]=1. The catalyst class is: 39. (3) Reactant: Cl[C:2]1[N:11]=[C:10]([NH:12][CH2:13][CH:14]([C:17]2[CH:22]=[CH:21][CH:20]=[CH:19][CH:18]=2)[CH2:15][CH3:16])[C:9]2[C:4](=[CH:5][CH:6]=[CH:7][CH:8]=2)[N:3]=1.[CH3:23][C:24]1[C:29](B(O)O)=[CH:28][N:27]2[CH:33]=[CH:34][N:35]=[C:26]2[CH:25]=1.C(NC1C2C(=CC=CC=2)N=C(C2SC3C=CC=CC=3C=2)N=1)(C1C=CC=CC=1)C1C=CC=CC=1. Product: [CH3:23][C:24]1[C:29]([C:2]2[N:11]=[C:10]([NH:12][CH2:13][CH:14]([C:17]3[CH:22]=[CH:21][CH:20]=[CH:19][CH:18]=3)[CH2:15][CH3:16])[C:9]3[C:4](=[CH:5][CH:6]=[CH:7][CH:8]=3)[N:3]=2)=[CH:28][N:27]2[CH:33]=[CH:34][N:35]=[C:26]2[CH:25]=1. The catalyst class is: 147. (4) Reactant: [OH-].[Li+].C[O:4][C:5](=[O:15])[CH2:6][C:7]1[CH:12]=[CH:11][CH:10]=[C:9]([CH:13]=[O:14])[CH:8]=1. Product: [CH:13]([C:9]1[CH:8]=[C:7]([CH2:6][C:5]([OH:15])=[O:4])[CH:12]=[CH:11][CH:10]=1)=[O:14]. The catalyst class is: 72.